Task: Predict which catalyst facilitates the given reaction.. Dataset: Catalyst prediction with 721,799 reactions and 888 catalyst types from USPTO Reactant: [C:1]1([N:7]2[C:15]3[CH:14]=[CH:13][NH:12][CH2:11][C:10]=3[N:9]=[CH:8]2)[CH:6]=[CH:5][CH:4]=[CH:3][CH:2]=1.[Cl:16][C:17]1[C:25]([C:26]([F:29])([F:28])[F:27])=[CH:24][CH:23]=[CH:22][C:18]=1[C:19](O)=[O:20].CN(C(ON1N=NC2C=CC=NC1=2)=[N+](C)C)C.F[P-](F)(F)(F)(F)F. Product: [Cl:16][C:17]1[C:25]([C:26]([F:28])([F:29])[F:27])=[CH:24][CH:23]=[CH:22][C:18]=1[C:19]([N:12]1[CH:13]=[CH:14][C:15]2[N:7]([C:1]3[CH:2]=[CH:3][CH:4]=[CH:5][CH:6]=3)[CH:8]=[N:9][C:10]=2[CH2:11]1)=[O:20]. The catalyst class is: 2.